Dataset: Catalyst prediction with 721,799 reactions and 888 catalyst types from USPTO. Task: Predict which catalyst facilitates the given reaction. (1) Reactant: [NH2:1][C:2]1[O:3][C:4]2[CH:10]=[C:9]([CH2:11][OH:12])[CH:8]=[C:7]([C:13]3[CH:18]=[CH:17][CH:16]=[C:15]([Cl:19])[CH:14]=3)[C:5]=2[N:6]=1.N1C=CC=CC=1.[CH3:26][O:27][C:28](Cl)=[O:29]. Product: [CH3:26][O:27][C:28](=[O:29])[O:12][CH2:11][C:9]1[CH:8]=[C:7]([C:13]2[CH:18]=[CH:17][CH:16]=[C:15]([Cl:19])[CH:14]=2)[C:5]2[N:6]=[C:2]([NH2:1])[O:3][C:4]=2[CH:10]=1. The catalyst class is: 20. (2) Reactant: Br[C:2]1[C:3](=[O:13])[O:4][C:5]2[C:10]([CH:11]=1)=[CH:9][CH:8]=[CH:7][C:6]=2[Cl:12].C([Sn](CCCC)(CCCC)[C:19]1[S:20][CH:21]=[CH:22][N:23]=1)CCC. Product: [Cl:12][C:6]1[CH:7]=[CH:8][CH:9]=[C:10]2[C:5]=1[O:4][C:3](=[O:13])[C:2]([C:19]1[S:20][CH:21]=[CH:22][N:23]=1)=[CH:11]2. The catalyst class is: 77. (3) Reactant: [NH2:1][C:2]([N:4]1[CH:12]2[CH:13]3[N:18]([CH2:19][CH2:20][CH:11]2[C:10]2[C:5]1=[CH:6][CH:7]=[C:8]([Cl:26])[CH:9]=2)[CH2:17][CH2:16][CH2:15][CH:14]3[C:21]([O:23]CC)=O)=[O:3].C([O-])([O-])=O.[K+].[K+]. Product: [Cl:26][C:8]1[CH:7]=[CH:6][C:5]2[N:4]3[CH:12]4[CH:11]([CH2:20][CH2:19][N:18]5[CH2:17][CH2:16][CH2:15][CH:14]([CH:13]45)[C:21](=[O:23])[NH:1][C:2]3=[O:3])[C:10]=2[CH:9]=1. The catalyst class is: 8. (4) Reactant: [Br-].C([P+](CCCC)(CCCC)[CH:7]1[C:11]2[CH2:12][CH2:13][CH2:14][CH2:15][C:10]=2[C:9](=[O:16])[O:8]1)CCC.[CH3:25][O:26][C:27](=[O:36])[C:28]1[CH:33]=[CH:32][CH:31]=[C:30]([CH:34]=O)[CH:29]=1.C(N(CC)CC)C. Product: [O:16]=[C:9]1[C:10]2[CH2:15][CH2:14][CH2:13][CH2:12][C:11]=2[C:7](=[CH:34][C:30]2[CH:29]=[C:28]([CH:33]=[CH:32][CH:31]=2)[C:27]([O:26][CH3:25])=[O:36])[O:8]1. The catalyst class is: 4.